The task is: Predict hERG channel inhibition at various concentrations.. This data is from hERG Central: cardiac toxicity at 1µM, 10µM, and general inhibition. The compound is Cc1ccc(CN2CCN(Cc3ccc4cccc(F)c4n3)CC2CCO)cc1. Results: hERG_inhib (hERG inhibition (general)): blocker.